This data is from Experimentally validated miRNA-target interactions with 360,000+ pairs, plus equal number of negative samples. The task is: Binary Classification. Given a miRNA mature sequence and a target amino acid sequence, predict their likelihood of interaction. The miRNA is mmu-miR-297c-5p with sequence AUGUAUGUGUGCAUGUACAUGU. The protein sequence of the target gene is MWVLLRSGYPLRILLPLRGEWMGRRGLPRNLAPGPPRRRYRKETLQALDMPVLPVTATEIRQYLRGHGIPFQDGHSCLRALSPFAESSQLKGQTGVTTSFSLFIDKTTGHFLCMTSLAEGSWEDFQASVEGRGDGAREGFLLSKAPEFEDSEEVRRIWNRAIPLWELPDQEEVQLADTMFGLTKVTDDTLKRFSVRYLRPARSLVFPWFSPGGSGLRGLKLLEAKCQGDGVSYEETTIPRPSAYHNLFGLPLISRRDAEVVLTSRELDSLALNQSTGLPTLTLPRGTTCLPPALLPYLEQ.... Result: 0 (no interaction).